This data is from KCNQ2 potassium channel screen with 302,405 compounds. The task is: Binary Classification. Given a drug SMILES string, predict its activity (active/inactive) in a high-throughput screening assay against a specified biological target. The drug is Fc1cc(NC(=O)c2cccnc2)ccc1. The result is 0 (inactive).